Dataset: Experimentally validated miRNA-target interactions with 360,000+ pairs, plus equal number of negative samples. Task: Binary Classification. Given a miRNA mature sequence and a target amino acid sequence, predict their likelihood of interaction. The miRNA is mmu-miR-190b-5p with sequence UGAUAUGUUUGAUAUUGGGUUG. The protein sequence of the target gene is MLSGERKEGGSPRFGKLHLPVGLWINSPRKQLAKLGRRWPSAASVKSSSSDTGSRSSEPLPPPPPHVELRRVGAVKAAGGASGSRAKRISQLFRGSGTGTTGSSGAGGPGTPGGAQRWASEKKLPELAAGVAPEPPLATRATAPPGVLKIFGAGLASGANYKSVLATARSTARELVAEALERYGLAGSPGGGPGESSCVDAFALCDALGRPAAAGVGSGEWRAEHLRVLGDSERPLLVQELWRARPGWARRFELRGREEARRLEQEAFGAADSEGTGAPSWRPQKNRSRAASGGAALASP.... Result: 0 (no interaction).